Dataset: Full USPTO retrosynthesis dataset with 1.9M reactions from patents (1976-2016). Task: Predict the reactants needed to synthesize the given product. (1) Given the product [Br:25][CH2:52][C:49]1[CH:50]=[CH:51][C:46]([C:44](=[O:45])[CH2:43][N:40]2[C:39](=[O:55])[CH:38]=[C:37]([O:36][CH2:35][C:32]3[CH:31]=[CH:30][C:29]([F:28])=[CH:34][N:33]=3)[CH:42]=[N:41]2)=[C:47]([CH3:54])[CH:48]=1, predict the reactants needed to synthesize it. The reactants are: C(OC1C=CN(CC(C2C=CC(C[Br:25])=CC=2C)=O)C(=O)C=1)C1C=CC=CC=1.[F:28][C:29]1[CH:30]=[CH:31][C:32]([CH2:35][O:36][C:37]2[CH:42]=[N:41][N:40]([CH2:43][C:44]([C:46]3[CH:51]=[CH:50][C:49]([CH2:52]O)=[CH:48][C:47]=3[CH3:54])=[O:45])[C:39](=[O:55])[CH:38]=2)=[N:33][CH:34]=1.C(OC1C=CN(CC(C2C=CC(CO)=CC=2C)=O)C(=O)C=1)C1C=CC=CC=1. (2) Given the product [N:18]1([C:9]2[N:10]=[C:11]([N:12]3[CH2:17][CH2:16][O:15][CH2:14][CH2:13]3)[C:6]3[N:5]=[C:4]([C:23]([O:25][CH3:26])=[O:24])[CH:3]=[C:2]([N:27]4[CH2:32][CH2:31][O:30][CH2:29][CH2:28]4)[C:7]=3[N:8]=2)[CH:22]=[CH:21][N:20]=[CH:19]1, predict the reactants needed to synthesize it. The reactants are: Cl[C:2]1[C:7]2[N:8]=[C:9]([N:18]3[CH:22]=[CH:21][N:20]=[CH:19]3)[N:10]=[C:11]([N:12]3[CH2:17][CH2:16][O:15][CH2:14][CH2:13]3)[C:6]=2[N:5]=[C:4]([C:23]([O:25][CH3:26])=[O:24])[CH:3]=1.[NH:27]1[CH2:32][CH2:31][O:30][CH2:29][CH2:28]1.